Dataset: Full USPTO retrosynthesis dataset with 1.9M reactions from patents (1976-2016). Task: Predict the reactants needed to synthesize the given product. (1) Given the product [CH3:1][O:2][C:3]1[CH:4]=[CH:5][C:6]([C:9]2[C:17]3[C:16]([NH:18][C:19]4[CH:20]=[C:21]([CH:27]=[CH:28][CH:29]=4)[O:22][CH2:23][C:24]#[N:26])=[N:15][CH:14]=[N:13][C:12]=3[O:11][C:10]=2[C:30]2[CH:35]=[CH:34][CH:33]=[CH:32][CH:31]=2)=[CH:7][CH:8]=1, predict the reactants needed to synthesize it. The reactants are: [CH3:1][O:2][C:3]1[CH:8]=[CH:7][C:6]([C:9]2[C:17]3[C:16]([NH:18][C:19]4[CH:20]=[C:21]([CH:27]=[CH:28][CH:29]=4)[O:22][CH2:23][C:24]([NH2:26])=O)=[N:15][CH:14]=[N:13][C:12]=3[O:11][C:10]=2[C:30]2[CH:35]=[CH:34][CH:33]=[CH:32][CH:31]=2)=[CH:5][CH:4]=1.N1C(Cl)=NC(Cl)=NC=1Cl.O.C(OCC)(=O)C. (2) Given the product [CH3:15][O:16][C:17]1[CH:18]=[C:19]([C:2]2[N:3]=[C:4]([C:7]3[CH:12]=[CH:11][C:10]([O:13][CH3:14])=[CH:9][CH:8]=3)[S:5][CH:6]=2)[CH:20]=[CH:21][CH:22]=1, predict the reactants needed to synthesize it. The reactants are: Br[C:2]1[N:3]=[C:4]([C:7]2[CH:12]=[CH:11][C:10]([O:13][CH3:14])=[CH:9][CH:8]=2)[S:5][CH:6]=1.[CH3:15][O:16][C:17]1[CH:22]=[CH:21][C:20](B(O)O)=[CH:19][CH:18]=1. (3) Given the product [S:33]1[C:37]2[CH:38]=[CH:39][CH:40]=[CH:41][C:36]=2[CH:35]=[C:34]1[C:42]([NH:44][C@H:45]([C:50]([NH:1][CH2:2][CH2:3][CH:4]1[CH2:9][S:8][CH2:7][CH2:6][N:5]1[C:10]([O:12][C:13]([CH3:16])([CH3:15])[CH3:14])=[O:11])=[O:51])[CH2:46][CH:47]([CH3:48])[CH3:49])=[O:43], predict the reactants needed to synthesize it. The reactants are: [NH2:1][CH2:2][CH2:3][CH:4]1[CH2:9][S:8][CH2:7][CH2:6][N:5]1[C:10]([O:12][C:13]([CH3:16])([CH3:15])[CH3:14])=[O:11].C(Cl)CCl.C1C=C2C(N(O)N=NC2=CC=1)=O.[S:33]1[C:37]2[CH:38]=[CH:39][CH:40]=[CH:41][C:36]=2[CH:35]=[C:34]1[C:42]([NH:44][C@H:45]([C:50](O)=[O:51])[CH2:46][CH:47]([CH3:49])[CH3:48])=[O:43].CN1CCOCC1. (4) Given the product [Cl:21][C:22]1[CH:30]=[CH:29][N:28]=[C:27]2[NH:26][CH:25]=[C:24]([CH2:14][C:13]3[CH:12]=[CH:20][C:19]([NH:7][CH2:6][C:5]4[CH:8]=[CH:9][C:2]([Cl:1])=[CH:3][CH:4]=4)=[N:18][CH:17]=3)[C:23]=12, predict the reactants needed to synthesize it. The reactants are: [Cl:1][C:2]1[CH:9]=[CH:8][C:5]([CH2:6][NH2:7])=[CH:4][CH:3]=1.CO[C:12]1[CH:20]=[CH:19][N:18]=[C:17]2[C:13]=1[CH:14]=CN2.[Cl:21][C:22]1[CH:30]=[CH:29][N:28]=[C:27]2[C:23]=1[CH:24]=[CH:25][NH:26]2. (5) Given the product [Cl:9][CH2:10][CH2:11][CH2:12][C:13](=[O:14])[CH2:8][CH2:7][CH:6]=[CH2:5], predict the reactants needed to synthesize it. The reactants are: [Mg].II.Br[CH2:5][CH2:6][CH:7]=[CH2:8].[Cl:9][CH2:10][CH2:11][CH2:12][C:13](N(OC)C)=[O:14].[Cl-].[NH4+]. (6) Given the product [N:23]1([CH2:21][CH2:20][CH2:19][N:12]2[C:13]3[C:18](=[CH:17][CH:16]=[CH:15][CH:14]=3)[C:10]([C:8]3[NH:7][C:3]4=[N:4][CH:5]=[CH:6][N:1]=[C:2]4[CH:9]=3)=[CH:11]2)[CH2:28][CH2:27][O:26][CH2:25][CH2:24]1, predict the reactants needed to synthesize it. The reactants are: [N:1]1[CH:6]=[CH:5][N:4]=[C:3]2[NH:7][C:8]([C:10]3[C:18]4[C:13](=[CH:14][CH:15]=[CH:16][CH:17]=4)[N:12]([CH2:19][CH2:20][CH2:21]Br)[CH:11]=3)=[CH:9][C:2]=12.[NH:23]1[CH2:28][CH2:27][O:26][CH2:25][CH2:24]1.C(=O)([O-])[O-].[K+].[K+].[I-].[K+]. (7) Given the product [C:23]([C:27]1[CH:28]=[C:29]([CH:33]=[C:34]([NH:36][CH3:37])[N:35]=1)[C:30]([NH:6][C:5]1[CH:7]=[CH:8][C:2]([CH3:1])=[C:3]([N:9]2[C:16]3[N:12]([N:13]=[C:14]([C:17]4[CH:18]=[N:19][CH:20]=[CH:21][CH:22]=4)[CH:15]=3)[CH:11]=[CH:10]2)[CH:4]=1)=[O:31])([CH3:26])([CH3:24])[CH3:25], predict the reactants needed to synthesize it. The reactants are: [CH3:1][C:2]1[CH:8]=[CH:7][C:5]([NH2:6])=[CH:4][C:3]=1[N:9]1[C:16]2[N:12]([N:13]=[C:14]([C:17]3[CH:18]=[N:19][CH:20]=[CH:21][CH:22]=3)[CH:15]=2)[CH:11]=[CH:10]1.[C:23]([C:27]1[CH:28]=[C:29]([CH:33]=[C:34]([NH:36][CH3:37])[N:35]=1)[C:30](O)=[O:31])([CH3:26])([CH3:25])[CH3:24]. (8) Given the product [C:1](/[C:3](=[CH:31]\[CH3:32])/[C:4]([N:6]1[CH2:7][CH:8]([N:10]2[CH:14]=[C:13]([C:15]([NH2:17])=[O:16])[C:12]([C:18]3[CH:23]=[CH:22][C:21]([O:24][C:25]4[CH:30]=[CH:29][CH:28]=[CH:27][CH:26]=4)=[CH:20][CH:19]=3)=[N:11]2)[CH2:9]1)=[O:5])#[N:2], predict the reactants needed to synthesize it. The reactants are: [C:1]([CH2:3][C:4]([N:6]1[CH2:9][CH:8]([N:10]2[CH:14]=[C:13]([C:15]([NH2:17])=[O:16])[C:12]([C:18]3[CH:23]=[CH:22][C:21]([O:24][C:25]4[CH:30]=[CH:29][CH:28]=[CH:27][CH:26]=4)=[CH:20][CH:19]=3)=[N:11]2)[CH2:7]1)=[O:5])#[N:2].[CH:31](=O)[CH3:32].[OH-].[Na+]. (9) Given the product [CH:26]([C:2]1[C:3]([NH:12][C@H:13]2[CH2:17][CH2:16][CH2:15][C@@H:14]2[NH:18][C:19](=[O:25])[O:20][C:21]([CH3:24])([CH3:23])[CH3:22])=[N:4][CH:5]=[C:6]([C:8]([F:11])([F:10])[F:9])[N:7]=1)=[CH2:27], predict the reactants needed to synthesize it. The reactants are: Br[C:2]1[C:3]([NH:12][C@H:13]2[CH2:17][CH2:16][CH2:15][C@@H:14]2[NH:18][C:19](=[O:25])[O:20][C:21]([CH3:24])([CH3:23])[CH3:22])=[N:4][CH:5]=[C:6]([C:8]([F:11])([F:10])[F:9])[N:7]=1.[CH:26](B1OC(C)(C)C(C)(C)O1)=[CH2:27].C(=O)([O-])[O-].[K+].[K+]. (10) Given the product [CH2:39]([C@H:3]1[C:2](=[O:1])[O:7][C@H:6]([C:8]2[CH:13]=[CH:12][CH:11]=[CH:10][CH:9]=2)[C@H:5]([C:14]2[CH:15]=[CH:16][CH:17]=[CH:18][CH:19]=2)[N:4]1[C:20]([O:22][C:23]([CH3:26])([CH3:25])[CH3:24])=[O:21])[CH:38]=[CH2:37], predict the reactants needed to synthesize it. The reactants are: [O:1]=[C:2]1[O:7][C@H:6]([C:8]2[CH:13]=[CH:12][CH:11]=[CH:10][CH:9]=2)[C@H:5]([C:14]2[CH:19]=[CH:18][CH:17]=[CH:16][CH:15]=2)[N:4]([C:20]([O:22][C:23]([CH3:26])([CH3:25])[CH3:24])=[O:21])[CH2:3]1.C[Si]([N-][Si](C)(C)C)(C)C.[K+].[CH2:37](Br)[CH:38]=[CH2:39].[Cl-].[NH4+].